Dataset: Catalyst prediction with 721,799 reactions and 888 catalyst types from USPTO. Task: Predict which catalyst facilitates the given reaction. (1) Reactant: I[C:2]1[CH:10]=[CH:9][C:8]([CH3:11])=[CH:7][C:3]=1[C:4]([OH:6])=[O:5].[NH:12]1[CH:16]=[CH:15][N:14]=[N:13]1.CN[C@@H]1CCCC[C@H]1NC. Product: [N:12]1[N:13]([C:2]2[CH:10]=[CH:9][C:8]([CH3:11])=[CH:7][C:3]=2[C:4]([OH:6])=[O:5])[N:14]=[CH:15][CH:16]=1. The catalyst class is: 580. (2) Reactant: [Cl:1][C:2]1[CH:7]=[C:6]([Cl:8])[N:5]2[N:9]=[CH:10][CH:11]=[C:4]2[N:3]=1.C1C(=O)N([Br:19])C(=O)C1. Product: [Br:19][C:11]1[CH:10]=[N:9][N:5]2[C:6]([Cl:8])=[CH:7][C:2]([Cl:1])=[N:3][C:4]=12. The catalyst class is: 23. (3) Reactant: [CH2:1]([C:3]1[C:4](=[O:30])[N:5]=[C:6]([S:9][CH2:10][C:11]2[CH:12]=[CH:13][C:14]([O:19][C:20]3[CH:25]=[CH:24][CH:23]=[C:22]([C:26]([F:29])([F:28])[F:27])[CH:21]=3)=[C:15]([CH:18]=2)[C:16]#[N:17])[NH:7][CH:8]=1)[CH3:2].[CH3:31]CN(C(C)C)C(C)C.CI. The catalyst class is: 2. Product: [CH2:1]([C:3]1[C:4](=[O:30])[N:5]=[C:6]([S:9][CH2:10][C:11]2[CH:12]=[CH:13][C:14]([O:19][C:20]3[CH:25]=[CH:24][CH:23]=[C:22]([C:26]([F:29])([F:27])[F:28])[CH:21]=3)=[C:15]([CH:18]=2)[C:16]#[N:17])[N:7]([CH3:31])[CH:8]=1)[CH3:2].